Dataset: Full USPTO retrosynthesis dataset with 1.9M reactions from patents (1976-2016). Task: Predict the reactants needed to synthesize the given product. (1) Given the product [CH3:23][O:16][C:15](=[O:17])[CH2:14][O:13][C:10]1([C:18]2[S:19][CH:20]=[CH:21][N:22]=2)[CH2:11][CH2:12][N:8]([C:6]([O:5][C:1]([CH3:4])([CH3:2])[CH3:3])=[O:7])[CH2:9]1, predict the reactants needed to synthesize it. The reactants are: [C:1]([O:5][C:6]([N:8]1[CH2:12][CH2:11][C:10]([C:18]2[S:19][CH:20]=[CH:21][N:22]=2)([O:13][CH2:14][C:15]([OH:17])=[O:16])[CH2:9]1)=[O:7])([CH3:4])([CH3:3])[CH3:2].[CH3:23]N(C)C=O.C(Cl)(=O)C(Cl)=O. (2) The reactants are: [Cl:1][C:2]1[C:3]([O:16][C:17]2[CH:18]=[N:19][C:20](F)=[C:21]([Cl:23])[CH:22]=2)=[CH:4][C:5]([F:15])=[C:6]([CH:14]=1)[C:7]([NH:9][S:10]([CH3:13])(=[O:12])=[O:11])=[O:8].[C:25]1([OH:31])[CH:30]=[CH:29][CH:28]=[CH:27][CH:26]=1.C([O-])([O-])=O.[Cs+].[Cs+]. Given the product [Cl:1][C:2]1[C:3]([O:16][C:17]2[CH:18]=[N:19][C:20]([O:31][C:25]3[CH:30]=[CH:29][CH:28]=[CH:27][CH:26]=3)=[C:21]([Cl:23])[CH:22]=2)=[CH:4][C:5]([F:15])=[C:6]([CH:14]=1)[C:7]([NH:9][S:10]([CH3:13])(=[O:12])=[O:11])=[O:8], predict the reactants needed to synthesize it.